Predict the reaction yield, written as a fraction of the theoretical maximum amount of product (1.0 means a 100% yield; for example, 0.34 means a 34% yield). From a dataset of Reaction yield outcomes from USPTO patents with 853,638 reactions. The reactants are [NH2:1][C:2]1[CH:10]=[C:9]([O:11][CH3:12])[CH:8]=[C:7]([O:13][CH3:14])[C:3]=1[C:4]([NH2:6])=[O:5].[CH3:15][O:16][CH2:17][CH2:18][O:19][C:20]1[C:27]([CH3:28])=[CH:26][C:23]([CH:24]=O)=[CH:22][C:21]=1[CH3:29].OS([O-])=O.[Na+].CC1C=CC(S(O)(=O)=O)=CC=1. The catalyst is CN(C)C(=O)C. The product is [CH3:14][O:13][C:7]1[CH:8]=[C:9]([O:11][CH3:12])[CH:10]=[C:2]2[C:3]=1[C:4](=[O:5])[NH:6][C:24]([C:23]1[CH:26]=[C:27]([CH3:28])[C:20]([O:19][CH2:18][CH2:17][O:16][CH3:15])=[C:21]([CH3:29])[CH:22]=1)=[N:1]2. The yield is 0.430.